Dataset: Full USPTO retrosynthesis dataset with 1.9M reactions from patents (1976-2016). Task: Predict the reactants needed to synthesize the given product. (1) Given the product [CH2:1]([N:5]1[C:13]2[C:12](=[O:14])[NH:11][C:10](=[O:15])[N:9]([CH3:16])[C:8]=2[N:7]=[C:6]1[Cl:17])[C:2]#[C:3][CH3:4], predict the reactants needed to synthesize it. The reactants are: [CH2:1]([N:5]1[C:13]2[C:12](=[O:14])[NH:11][C:10](=[O:15])[N:9]([CH3:16])[C:8]=2[N:7]=[CH:6]1)[C:2]#[C:3][CH3:4].[Cl:17]N1C(=O)CCC1=O. (2) Given the product [CH2:1]([O:3][C:4](=[O:17])[CH2:5][CH2:6][CH2:7][CH2:8][CH2:9][CH:10]([C:11](=[O:13])[NH:27][C:26]1[CH:25]=[CH:24][CH:23]=[C:30]2[C:29]=1[N:18]=[CH:19][CH:20]=[CH:21]2)[C:14](=[O:16])[NH:18][C:19]1[CH:20]=[CH:21][CH:22]=[C:23]2[C:28]=1[N:27]=[CH:26][CH:25]=[CH:24]2)[CH3:2], predict the reactants needed to synthesize it. The reactants are: [CH2:1]([O:3][C:4](=[O:17])[CH2:5][CH2:6][CH2:7][CH2:8][CH2:9][CH:10]([C:14]([OH:16])=O)[C:11]([OH:13])=O)[CH3:2].[NH2:18][C:19]1[CH:20]=[CH:21][CH:22]=[C:23]2[C:28]=1[N:27]=[CH:26][CH:25]=[CH:24]2.[CH2:29](Cl)[CH2:30]Cl. (3) The reactants are: Br[C:2]1[CH:3]=[CH:4][C:5]([C:8]2[CH2:12][C@@H:11]([CH2:13][O:14][CH2:15][C:16]#[N:17])[O:10][N:9]=2)=[N:6][CH:7]=1.[F:18][C:19]1[CH:20]=[C:21]([N:34]2[CH2:38][C@H:37]([CH2:39][N:40]3[CH:44]=[CH:43][N:42]=[N:41]3)[O:36][C:35]2=[O:45])[CH:22]=[CH:23][C:24]=1B1OC(C)(C)C(C)(C)O1.C(=O)([O-])[O-].[K+].[K+]. Given the product [F:18][C:19]1[CH:20]=[C:21]([N:34]2[CH2:38][C@H:37]([CH2:39][N:40]3[CH:44]=[CH:43][N:42]=[N:41]3)[O:36][C:35]2=[O:45])[CH:22]=[CH:23][C:24]=1[C:2]1[CH:3]=[CH:4][C:5]([C:8]2[CH2:12][C@@H:11]([CH2:13][O:14][CH2:15][C:16]#[N:17])[O:10][N:9]=2)=[N:6][CH:7]=1, predict the reactants needed to synthesize it. (4) Given the product [C:1]1([C:7]([CH3:14])([CH3:13])[C:8](=[O:12])[C:9]([O:11][CH3:15])=[O:10])[CH:6]=[CH:5][CH:4]=[CH:3][CH:2]=1, predict the reactants needed to synthesize it. The reactants are: [C:1]1([C:7]([CH3:14])([CH3:13])[C:8](=[O:12])[C:9]([O-:11])=[O:10])[CH:6]=[CH:5][CH:4]=[CH:3][CH:2]=1.[CH3:15][Si](C=[N+]=[N-])(C)C.